From a dataset of Full USPTO retrosynthesis dataset with 1.9M reactions from patents (1976-2016). Predict the reactants needed to synthesize the given product. (1) Given the product [F:1][C:2]1[CH:10]=[C:9]([C:27]2[S:28][C:29]([C:32]([F:35])([F:34])[F:33])=[N:30][N:31]=2)[C:8]2[N:7]3[CH2:20][CH2:21][NH:22][C:23](=[O:24])[C:6]3=[C:5]([CH3:25])[C:4]=2[CH:3]=1, predict the reactants needed to synthesize it. The reactants are: [F:1][C:2]1[CH:10]=[C:9](B2OC(C)(C)C(C)(C)O2)[C:8]2[N:7]3[CH2:20][CH2:21][NH:22][C:23](=[O:24])[C:6]3=[C:5]([CH3:25])[C:4]=2[CH:3]=1.Br[C:27]1[S:28][C:29]([C:32]([F:35])([F:34])[F:33])=[N:30][N:31]=1. (2) The reactants are: [CH3:1][C:2]1[C:10]2[N:9]=[C:8]([C:11]3[CH:16]=[CH:15][C:14]([CH:17]([CH3:19])[CH3:18])=[CH:13][CH:12]=3)[NH:7][C:6]=2[C:5]([O:20][CH3:21])=[CH:4][CH:3]=1.Br[CH2:23][CH2:24][O:25][CH3:26]. Given the product [CH3:1][C:2]1[C:10]2[N:9]=[C:8]([C:11]3[CH:16]=[CH:15][C:14]([CH:17]([CH3:19])[CH3:18])=[CH:13][CH:12]=3)[N:7]([CH2:23][CH2:24][O:25][CH3:26])[C:6]=2[C:5]([O:20][CH3:21])=[CH:4][CH:3]=1, predict the reactants needed to synthesize it.